This data is from Reaction yield outcomes from USPTO patents with 853,638 reactions. The task is: Predict the reaction yield, written as a fraction of the theoretical maximum amount of product (1.0 means a 100% yield; for example, 0.34 means a 34% yield). (1) The catalyst is OS(O)(=O)=O. The yield is 0.780. The reactants are [Br:1][C:2]1[CH:7]=[C:6]([C:8]([CH3:11])([CH3:10])[CH3:9])[CH:5]=[CH:4][C:3]=1[NH2:12].[N+:13]([O-])([O-:15])=[O:14].[K+]. The product is [Br:1][C:2]1[CH:7]=[C:6]([C:8]([CH3:9])([CH3:11])[CH3:10])[C:5]([N+:13]([O-:15])=[O:14])=[CH:4][C:3]=1[NH2:12]. (2) The reactants are [C:1]([NH:5][S:6]([C:9]1[S:10][CH:11]=[CH:12][N:13]=1)(=[O:8])=[O:7])([CH3:4])([CH3:3])[CH3:2].C([Li])CCC.C1(S([Cl:28])(=O)=O)C=CC=CC=1. The catalyst is C(OCC)C.CCOC(C)=O. The product is [C:1]([NH:5][S:6]([C:9]1[S:10][C:11]([Cl:28])=[CH:12][N:13]=1)(=[O:7])=[O:8])([CH3:4])([CH3:2])[CH3:3]. The yield is 0.330. (3) The reactants are [CH2:1](O)[CH2:2][CH2:3][CH2:4][CH2:5][CH2:6][CH2:7][CH2:8][CH2:9][CH2:10][CH2:11][CH2:12][CH2:13][CH2:14][OH:15].[BrH:17]. The catalyst is C1CCCCC1. The product is [Br:17][CH2:1][CH2:2][CH2:3][CH2:4][CH2:5][CH2:6][CH2:7][CH2:8][CH2:9][CH2:10][CH2:11][CH2:12][CH2:13][CH2:14][OH:15]. The yield is 0.670.